Dataset: Catalyst prediction with 721,799 reactions and 888 catalyst types from USPTO. Task: Predict which catalyst facilitates the given reaction. Reactant: [CH:1]1([N:4]([CH:30]2[CH2:32][CH2:31]2)[C:5]([C:7]2[N:27]([CH2:28][CH3:29])[C:10]3=[N:11][C:12]([NH:19]/[C:20](/SC)=[CH:21]/[C:22](=O)[CH3:23])=[C:13]4[N:17]=[CH:16][N:15]([CH3:18])[C:14]4=[C:9]3[CH:8]=2)=[O:6])[CH2:3][CH2:2]1.[CH2:33]([N:35](C(OC(C)(C)C)=O)[NH2:36])[CH3:34].C(O)=O. Product: [CH:1]1([N:4]([CH:30]2[CH2:32][CH2:31]2)[C:5]([C:7]2[N:27]([CH2:28][CH3:29])[C:10]3=[N:11][C:12]([NH:19][C:20]4[CH:21]=[C:22]([CH3:23])[N:35]([CH2:33][CH3:34])[N:36]=4)=[C:13]4[N:17]=[CH:16][N:15]([CH3:18])[C:14]4=[C:9]3[CH:8]=2)=[O:6])[CH2:3][CH2:2]1. The catalyst class is: 15.